From a dataset of Catalyst prediction with 721,799 reactions and 888 catalyst types from USPTO. Predict which catalyst facilitates the given reaction. Reactant: N[C:2]1[N:3]=[C:4]([CH3:15])[C:5]2[CH:11]=[CH:10][C:9](=[O:12])[N:8]([CH2:13][CH3:14])[C:6]=2[N:7]=1.N([O-])=[O:17].[Na+].CC(O)=O. Product: [CH2:13]([N:8]1[C:6]2[N:7]=[C:2]([OH:17])[N:3]=[C:4]([CH3:15])[C:5]=2[CH:11]=[CH:10][C:9]1=[O:12])[CH3:14]. The catalyst class is: 6.